Dataset: Full USPTO retrosynthesis dataset with 1.9M reactions from patents (1976-2016). Task: Predict the reactants needed to synthesize the given product. (1) Given the product [Br:18][C:19]1[CH:20]=[CH:21][C:22]([O:6][C:2]([CH3:3])([CH3:1])[C:4]#[CH:5])=[C:23]([CH:28]=1)[C:24]([O:26][CH3:27])=[O:25], predict the reactants needed to synthesize it. The reactants are: [CH3:1][C:2]([OH:6])([C:4]#[CH:5])[CH3:3].C1CCN2C(=NCCC2)CC1.[Br:18][C:19]1[CH:20]=[CH:21][C:22](O)=[C:23]([CH:28]=1)[C:24]([O:26][CH3:27])=[O:25].[Cl-].[NH4+]. (2) Given the product [Br:1][C:2]1[CH:3]=[CH:4][C:5]2[CH:9]=[C:8]([C:10]([OH:12])=[O:11])[S:7][C:6]=2[CH:14]=1, predict the reactants needed to synthesize it. The reactants are: [Br:1][C:2]1[CH:3]=[CH:4][C:5]2[CH:9]=[C:8]([C:10]([O:12]C)=[O:11])[S:7][C:6]=2[CH:14]=1.O.[OH-].[Li+].O.